Dataset: Catalyst prediction with 721,799 reactions and 888 catalyst types from USPTO. Task: Predict which catalyst facilitates the given reaction. (1) Reactant: [C:1]([O:4][C:5](=[O:7])[CH3:6])(=O)C.[F:8][C:9]1[CH:18]=[CH:17][CH:16]=[C:15]([CH3:19])[C:10]=1C(C#N)=O.Cl.C[OH:22]. Product: [F:8][C:9]1[CH:18]=[CH:17][CH:16]=[C:15]([CH3:19])[C:10]=1[C:6](=[O:22])[C:5]([O:4][CH3:1])=[O:7]. The catalyst class is: 282. (2) Reactant: C(N(CC)CC)C.[F:8][C:9]1[C:14]([F:15])=[CH:13][CH:12]=[CH:11][C:10]=1[C@H:16]1[CH2:22][NH:21][C:20](=[N:23][NH2:24])[C@H:19]([NH:25][C:26](=[O:32])[O:27][C:28]([CH3:31])([CH3:30])[CH3:29])[CH2:18][CH2:17]1.[F:33][C:34]([F:40])([F:39])[CH2:35][C:36](O)=O.C(Cl)CCl.ON1C2N=CC=CC=2N=N1.C([O-])(O)=O.[Na+]. The catalyst class is: 4. Product: [F:8][C:9]1[C:14]([F:15])=[CH:13][CH:12]=[CH:11][C:10]=1[C@H:16]1[CH2:22][N:21]2[C:36]([CH2:35][C:34]([F:40])([F:39])[F:33])=[N:24][N:23]=[C:20]2[C@H:19]([NH:25][C:26](=[O:32])[O:27][C:28]([CH3:29])([CH3:31])[CH3:30])[CH2:18][CH2:17]1. (3) Reactant: [CH3:1][O:2][C:3]1[CH:4]=[C:5]([CH:10]=[CH:11][C:12]=1[O:13][CH3:14])[CH2:6][N:7]=[C:8]=[O:9].[N+:15](=[C:17]1[N:21]=[CH:20][N:19]=[C:18]1[C:22]([NH2:24])=[O:23])=[N-:16]. Product: [CH3:1][O:2][C:3]1[CH:4]=[C:5]([CH:10]=[CH:11][C:12]=1[O:13][CH3:14])[CH2:6][N:7]1[C:8](=[O:9])[N:21]2[CH:20]=[N:19][C:18]([C:22]([NH2:24])=[O:23])=[C:17]2[N:15]=[N:16]1. The catalyst class is: 16. (4) Reactant: [CH3:1][O:2][CH2:3][CH2:4][CH2:5][S:6][C:7]1[CH:8]=[C:9]([O:29][C:30]2[C:31]([CH3:36])=[N:32][CH:33]=[CH:34][CH:35]=2)[C:10]([NH:13][C:14]2[S:18][N:17]=[C:16]([C@H:19]3[CH2:23][O:22]C4(CCCCC4)[O:20]3)[N:15]=2)=[N:11][CH:12]=1.[ClH:37].C(=O)([O-])[O-].[Na+].[Na+]. Product: [ClH:37].[CH3:1][O:2][CH2:3][CH2:4][CH2:5][S:6][C:7]1[CH:8]=[C:9]([O:29][C:30]2[C:31]([CH3:36])=[N:32][CH:33]=[CH:34][CH:35]=2)[C:10]([NH:13][C:14]2[S:18][N:17]=[C:16]([C@H:19]([OH:20])[CH2:23][OH:22])[N:15]=2)=[N:11][CH:12]=1. The catalyst class is: 162. (5) Product: [N:16]1([C:14]([C:3]2[CH:2]=[CH:1][C:13]3[N:12]([CH2:35][C:36]4[CH:41]=[CH:40][CH:39]=[CH:38][N:37]=4)[C:11]4[C:6]([C:5]=3[CH:4]=2)=[CH:7][CH:8]=[CH:9][CH:10]=4)=[O:15])[CH2:17][CH2:18][CH2:19][CH2:20][CH2:21]1. The catalyst class is: 13. Reactant: [CH:1]1[C:13]2[NH:12][C:11]3[C:6](=[CH:7][CH:8]=[CH:9][CH:10]=3)[C:5]=2[CH:4]=[C:3]([C:14]([N:16]2[CH2:21][CH2:20][CH2:19][CH2:18][CH2:17]2)=[O:15])[CH:2]=1.CC(C)([O-])C.[K+].CN(C=O)C.Br.Br[CH2:35][C:36]1[CH:41]=[CH:40][CH:39]=[CH:38][N:37]=1. (6) Reactant: [N:1]1[CH:2]=[CH:3][N:4]2[CH2:9][CH2:8][N:7]([C:10]([O:12][C:13]([CH3:16])([CH3:15])[CH3:14])=[O:11])[CH2:6][C:5]=12.C1C(=O)N([Br:24])C(=O)C1. Product: [Br:24][C:3]1[N:4]2[CH2:9][CH2:8][N:7]([C:10]([O:12][C:13]([CH3:16])([CH3:15])[CH3:14])=[O:11])[CH2:6][C:5]2=[N:1][CH:2]=1. The catalyst class is: 48. (7) The catalyst class is: 1. Reactant: [CH3:1][C:2]1([NH:13][C:14](=O)[C:15]2[CH:20]=[CH:19][CH:18]=[CH:17][CH:16]=2)[CH2:10][C:9]2[C:4](=[CH:5][C:6]([CH3:12])=[C:7]([CH3:11])[CH:8]=2)[CH2:3]1.[H-].[H-].[H-].[H-].[Li+].[Al+3]. Product: [CH2:14]([NH:13][C:2]1([CH3:1])[CH2:10][C:9]2[C:4](=[CH:5][C:6]([CH3:12])=[C:7]([CH3:11])[CH:8]=2)[CH2:3]1)[C:15]1[CH:20]=[CH:19][CH:18]=[CH:17][CH:16]=1. (8) Reactant: [CH2:1]([O:48][CH:49]1[C@H:53]2[C@H:54](O[Si](C(C)(C)C)(C)C)[N:55](C(OCC(Cl)(Cl)Cl)=O)[C:56]3[CH:63]=[CH:62][C:61]([O:64][CH3:65])=[CH:60][C:57]=3[C:58](=[O:59])[N:52]2[CH:51]=[C:50]1[C:82]1[CH:91]=[CH:90][C:89]2[C:84](=[CH:85][CH:86]=[CH:87][CH:88]=2)[CH:83]=1)[CH2:2][CH2:3][O:4][CH:5]1[C@H:9]2[C@H:10](O[Si](C(C)(C)C)(C)C)[N:11](C(OCC(Cl)(Cl)Cl)=O)[C:12]3[CH:19]=[CH:18][C:17]([O:20][CH3:21])=[CH:16][C:13]=3[C:14](=[O:15])[N:8]2[CH:7]=[C:6]1[C:38]1[CH:47]=[CH:46][C:45]2[C:40](=[CH:41][CH:42]=[CH:43][CH:44]=2)[CH:39]=1. Product: [CH2:1]([O:48][CH:49]1[C@@H:53]2[CH:54]=[N:55][C:56]3[CH:63]=[CH:62][C:61]([O:64][CH3:65])=[CH:60][C:57]=3[C:58](=[O:59])[N:52]2[CH:51]=[C:50]1[C:82]1[CH:91]=[CH:90][C:89]2[C:84](=[CH:85][CH:86]=[CH:87][CH:88]=2)[CH:83]=1)[CH2:2][CH2:3][O:4][CH:5]1[C@@H:9]2[CH:10]=[N:11][C:12]3[CH:19]=[CH:18][C:17]([O:20][CH3:21])=[CH:16][C:13]=3[C:14](=[O:15])[N:8]2[CH:7]=[C:6]1[C:38]1[CH:47]=[CH:46][C:45]2[C:40](=[CH:41][CH:42]=[CH:43][CH:44]=2)[CH:39]=1. The catalyst class is: 1.